Dataset: NCI-60 drug combinations with 297,098 pairs across 59 cell lines. Task: Regression. Given two drug SMILES strings and cell line genomic features, predict the synergy score measuring deviation from expected non-interaction effect. (1) Drug 1: CC1=CC2C(CCC3(C2CCC3(C(=O)C)OC(=O)C)C)C4(C1=CC(=O)CC4)C. Cell line: A498. Synergy scores: CSS=28.9, Synergy_ZIP=-4.95, Synergy_Bliss=0.151, Synergy_Loewe=-0.828, Synergy_HSA=-0.0425. Drug 2: CNC(=O)C1=NC=CC(=C1)OC2=CC=C(C=C2)NC(=O)NC3=CC(=C(C=C3)Cl)C(F)(F)F. (2) Drug 1: CCC1(CC2CC(C3=C(CCN(C2)C1)C4=CC=CC=C4N3)(C5=C(C=C6C(=C5)C78CCN9C7C(C=CC9)(C(C(C8N6C)(C(=O)OC)O)OC(=O)C)CC)OC)C(=O)OC)O.OS(=O)(=O)O. Drug 2: CC12CCC3C(C1CCC2O)C(CC4=C3C=CC(=C4)O)CCCCCCCCCS(=O)CCCC(C(F)(F)F)(F)F. Cell line: RPMI-8226. Synergy scores: CSS=3.86, Synergy_ZIP=-4.38, Synergy_Bliss=-5.90, Synergy_Loewe=-14.9, Synergy_HSA=-5.54. (3) Drug 1: CCC1(CC2CC(C3=C(CCN(C2)C1)C4=CC=CC=C4N3)(C5=C(C=C6C(=C5)C78CCN9C7C(C=CC9)(C(C(C8N6C=O)(C(=O)OC)O)OC(=O)C)CC)OC)C(=O)OC)O.OS(=O)(=O)O. Drug 2: CN(CCCl)CCCl.Cl. Cell line: UO-31. Synergy scores: CSS=-9.34, Synergy_ZIP=-4.99, Synergy_Bliss=-30.6, Synergy_Loewe=-39.0, Synergy_HSA=-48.3. (4) Drug 1: CC1=C(C(=CC=C1)Cl)NC(=O)C2=CN=C(S2)NC3=CC(=NC(=N3)C)N4CCN(CC4)CCO. Drug 2: CC1CCCC2(C(O2)CC(NC(=O)CC(C(C(=O)C(C1O)C)(C)C)O)C(=CC3=CSC(=N3)C)C)C. Cell line: U251. Synergy scores: CSS=44.9, Synergy_ZIP=-0.362, Synergy_Bliss=-4.18, Synergy_Loewe=-15.4, Synergy_HSA=-1.07. (5) Drug 1: CC1=C(C=C(C=C1)C(=O)NC2=CC(=CC(=C2)C(F)(F)F)N3C=C(N=C3)C)NC4=NC=CC(=N4)C5=CN=CC=C5. Drug 2: C1C(C(OC1N2C=NC(=NC2=O)N)CO)O. Cell line: NCI-H522. Synergy scores: CSS=16.3, Synergy_ZIP=-4.83, Synergy_Bliss=-3.22, Synergy_Loewe=-3.92, Synergy_HSA=0.949. (6) Drug 1: CCCCC(=O)OCC(=O)C1(CC(C2=C(C1)C(=C3C(=C2O)C(=O)C4=C(C3=O)C=CC=C4OC)O)OC5CC(C(C(O5)C)O)NC(=O)C(F)(F)F)O. Drug 2: CN(CCCl)CCCl.Cl. Cell line: MOLT-4. Synergy scores: CSS=91.3, Synergy_ZIP=7.83, Synergy_Bliss=7.62, Synergy_Loewe=2.77, Synergy_HSA=8.30.